From a dataset of Peptide-MHC class II binding affinity with 134,281 pairs from IEDB. Regression. Given a peptide amino acid sequence and an MHC pseudo amino acid sequence, predict their binding affinity value. This is MHC class II binding data. The peptide sequence is WARMILMTHFFSVLIARDQLEQ. The MHC is DRB1_0701 with pseudo-sequence DRB1_0701. The binding affinity (normalized) is 0.